This data is from Reaction yield outcomes from USPTO patents with 853,638 reactions. The task is: Predict the reaction yield, written as a fraction of the theoretical maximum amount of product (1.0 means a 100% yield; for example, 0.34 means a 34% yield). (1) The reactants are C[O:2][C:3]([C:5]1[CH:13]=[C:12]2[C:8]([C:9]([CH:32]3[CH2:37][CH2:36][CH2:35][CH2:34][CH2:33]3)=[C:10]([C:23]3[CH:28]=[CH:27][C:26]([NH2:29])=[C:25]([CH:30]=O)[CH:24]=3)[N:11]2[CH2:14][C:15]([N:17]2[CH2:22][CH2:21][O:20][CH2:19][CH2:18]2)=[O:16])=[CH:7][CH:6]=1)=[O:4].[F:38][C:39]1[CH:44]=[CH:43][CH:42]=[C:41]([F:45])[C:40]=1[C:46](=O)[CH3:47]. No catalyst specified. The product is [CH:32]1([C:9]2[C:8]3[C:12](=[CH:13][C:5]([C:3]([OH:4])=[O:2])=[CH:6][CH:7]=3)[N:11]([CH2:14][C:15]([N:17]3[CH2:18][CH2:19][O:20][CH2:21][CH2:22]3)=[O:16])[C:10]=2[C:23]2[CH:24]=[C:25]3[C:26](=[CH:27][CH:28]=2)[N:29]=[C:46]([C:40]2[C:39]([F:38])=[CH:44][CH:43]=[CH:42][C:41]=2[F:45])[CH:47]=[CH:30]3)[CH2:37][CH2:36][CH2:35][CH2:34][CH2:33]1. The yield is 0.120. (2) The reactants are [CH:1]1([OH:5])[CH2:4][CH2:3][CH2:2]1.[H-].[Na+].[C:8]([C:12]1[N:13]=[C:14](Cl)[C:15]2[N:20]=[N:19][N:18]([CH2:21][C:22]3[CH:27]=[CH:26][CH:25]=[CH:24][C:23]=3[Cl:28])[C:16]=2[N:17]=1)([CH3:11])([CH3:10])[CH3:9].C(O)=O. The catalyst is CN(C=O)C. The product is [C:8]([C:12]1[N:13]=[C:14]([O:5][CH:1]2[CH2:4][CH2:3][CH2:2]2)[C:15]2[N:20]=[N:19][N:18]([CH2:21][C:22]3[CH:27]=[CH:26][CH:25]=[CH:24][C:23]=3[Cl:28])[C:16]=2[N:17]=1)([CH3:11])([CH3:9])[CH3:10]. The yield is 0.130. (3) The reactants are C[O:2][C:3](=[O:21])[CH2:4][CH2:5][CH2:6][CH2:7][C:8]1[O:9][C:10]([C:13]2[CH:18]=[CH:17][CH:16]=[CH:15][C:14]=2[O:19][CH3:20])=[CH:11][N:12]=1.[Li+].[OH-].Cl. The catalyst is O1CCOCC1.O. The product is [CH3:20][O:19][C:14]1[CH:15]=[CH:16][CH:17]=[CH:18][C:13]=1[C:10]1[O:9][C:8]([CH2:7][CH2:6][CH2:5][CH2:4][C:3]([OH:21])=[O:2])=[N:12][CH:11]=1. The yield is 0.750.